Dataset: Full USPTO retrosynthesis dataset with 1.9M reactions from patents (1976-2016). Task: Predict the reactants needed to synthesize the given product. (1) Given the product [CH3:1][O:2][C:3]1[CH:4]=[C:5]([CH:6]=[CH:7][C:8]=1[CH3:9])[CH2:12][OH:19], predict the reactants needed to synthesize it. The reactants are: [CH3:1][O:2][C:3]1[CH:4]=[C:5]([CH3:12])[CH:6]=[CH:7][C:8]=1[C:9](O)=O.[BH4-].[Na+].[B].C([O:19]C(C)C)(C)C. (2) Given the product [Cl:26][C:18]1[C:17]([CH2:16][N:13]([S:10]([C:7]2[CH:8]=[CH:9][C:4]([Cl:3])=[CH:5][CH:6]=2)(=[O:12])=[O:11])[CH3:14])=[CH:21][S:20][C:19]=1[C:22]([O:24][CH3:25])=[O:23], predict the reactants needed to synthesize it. The reactants are: [H-].[Na+].[Cl:3][C:4]1[CH:9]=[CH:8][C:7]([S:10]([NH:13][CH3:14])(=[O:12])=[O:11])=[CH:6][CH:5]=1.Br[CH2:16][C:17]1[C:18]([Cl:26])=[C:19]([C:22]([O:24][CH3:25])=[O:23])[S:20][CH:21]=1.S([O-])(O)(=O)=O.[K+]. (3) Given the product [CH3:1][Si:2]([CH3:15])([CH3:14])[CH2:3][CH2:4][O:5][CH2:6][N:7]1[CH:11]=[CH:10][N:9]=[C:8]1[C:12]#[N:16], predict the reactants needed to synthesize it. The reactants are: [CH3:1][Si:2]([CH3:15])([CH3:14])[CH2:3][CH2:4][O:5][CH2:6][N:7]1[CH:11]=[CH:10][N:9]=[C:8]1[CH:12]=O.[NH2:16]O.FC(F)(F)C(OC(=O)C(F)(F)F)=O. (4) Given the product [CH3:30][O:31][C:32]1[CH:33]=[C:34](/[CH:44]=[CH:45]/[C:46]2[O:62][C:50]([CH2:51][CH:52]=[CH:53][C:54]([C:55]3[CH:60]=[CH:59][CH:58]=[CH:57][CH:56]=3)=[O:61])=[N:49][N:48]=2)[CH:35]=[CH:36][C:37]=1[N:38]1[CH:42]=[C:41]([CH3:43])[N:40]=[CH:39]1, predict the reactants needed to synthesize it. The reactants are: N1C=CN=C1.C(Br)(Br)(Br)Br.C1(P(C2C=CC=CC=2)C2C=CC=CC=2)C=CC=CC=1.[CH3:30][O:31][C:32]1[CH:33]=[C:34](/[CH:44]=[CH:45]/[C:46]([NH:48][NH:49][C:50](=[O:62])[CH2:51][CH2:52][CH2:53][C:54](=[O:61])[C:55]2[CH:60]=[CH:59][CH:58]=[CH:57][CH:56]=2)=O)[CH:35]=[CH:36][C:37]=1[N:38]1[CH:42]=[C:41]([CH3:43])[N:40]=[CH:39]1. (5) The reactants are: Br[C:2]1[N:7]=[C:6]([CH2:8][N:9]2[C:18]3[C:13](=[CH:14][CH:15]=[CH:16][CH:17]=3)[C:12](=[O:19])[C:11]([C:20](=[O:29])[C:21]3[CH:26]=[CH:25][C:24]([CH3:27])=[C:23]([CH3:28])[CH:22]=3)=[CH:10]2)[CH:5]=[CH:4][CH:3]=1.[N:30]1[CH:35]=[C:34](B(O)O)[CH:33]=[N:32][CH:31]=1.C1(P(C2C=CC=CC=2)C2C=CC=CC=2)C=CC=CC=1.C([O-])([O-])=O.[Na+].[Na+]. Given the product [CH3:28][C:23]1[CH:22]=[C:21]([CH:26]=[CH:25][C:24]=1[CH3:27])[C:20]([C:11]1[C:12](=[O:19])[C:13]2[C:18](=[CH:17][CH:16]=[CH:15][CH:14]=2)[N:9]([CH2:8][C:6]2[CH:5]=[CH:4][CH:3]=[C:2]([C:34]3[CH:35]=[N:30][CH:31]=[N:32][CH:33]=3)[N:7]=2)[CH:10]=1)=[O:29], predict the reactants needed to synthesize it. (6) Given the product [CH3:24][C:16]1[CH:21]=[C:20]([CH3:22])[CH:19]=[C:18]([CH3:23])[C:17]=1[C:8]([C:7]1[CH:11]=[CH:12][CH:13]=[CH:14][C:6]=1[C:5]([OH:10])=[O:15])=[O:9], predict the reactants needed to synthesize it. The reactants are: [Cl-].[Al+3].[Cl-].[Cl-].[C:5]1(=[O:15])[O:10][C:8](=[O:9])[C:7]2=[CH:11][CH:12]=[CH:13][CH:14]=[C:6]12.[C:16]1([CH3:24])[CH:21]=[C:20]([CH3:22])[CH:19]=[C:18]([CH3:23])[CH:17]=1.Cl. (7) Given the product [C:1]([C:3]1[N:7]2[N:8]=[C:9]([C:12]3[CH:13]=[CH:14][C:15]([C:16]([N:22]4[CH2:27][CH2:26][O:25][CH2:24][CH2:23]4)=[O:18])=[CH:19][CH:20]=3)[CH:10]=[CH:11][C:6]2=[N:5][CH:4]=1)#[CH:2], predict the reactants needed to synthesize it. The reactants are: [C:1]([C:3]1[N:7]2[N:8]=[C:9]([C:12]3[CH:20]=[CH:19][C:15]([C:16]([OH:18])=O)=[CH:14][CH:13]=3)[CH:10]=[CH:11][C:6]2=[N:5][CH:4]=1)#[CH:2].C[N:22]1[CH2:27][CH2:26][O:25][CH2:24][CH2:23]1.CN(C(ON1N=NC2C=CC=NC1=2)=[N+](C)C)C.F[P-](F)(F)(F)(F)F.N1CCOCC1. (8) Given the product [Cl:1][C:2]1[CH:3]=[C:4]([C:10]2[CH:14]=[CH:13][N:12]([CH2:15][C@@H:16]([NH:18][C:19]([C:21]3[CH:25]=[C:24]([CH2:26][CH:27]([OH:29])[CH3:28])[O:23][N:22]=3)=[O:20])[CH3:17])[N:11]=2)[CH:5]=[CH:6][C:7]=1[C:8]#[N:9], predict the reactants needed to synthesize it. The reactants are: [Cl:1][C:2]1[CH:3]=[C:4]([C:10]2[CH:14]=[CH:13][N:12]([CH2:15][C@@H:16]([NH:18][C:19]([C:21]3[CH:25]=[C:24]([CH2:26][CH:27]([O:29]C4CCCCO4)[CH3:28])[O:23][N:22]=3)=[O:20])[CH3:17])[N:11]=2)[CH:5]=[CH:6][C:7]=1[C:8]#[N:9].Cl. (9) Given the product [CH3:31][C:2]([CH3:30])([CH3:1])[C:3]#[C:4][C:5]1[S:9][C:8]([C:10]([OH:12])=[O:11])=[C:7]([N:13]([C:14]([C@H:16]2[CH2:21][CH2:20][C@H:19]([CH3:22])[CH2:18][CH2:17]2)=[O:15])[C@H:23]2[CH2:28][CH2:27][C@H:26]([O:29][C:36]3[N:35]=[N:34][C:33]([Cl:32])=[CH:38][CH:37]=3)[CH2:25][CH2:24]2)[CH:6]=1, predict the reactants needed to synthesize it. The reactants are: [CH3:1][C:2]([CH3:31])([CH3:30])[C:3]#[C:4][C:5]1[S:9][C:8]([C:10]([OH:12])=[O:11])=[C:7]([N:13]([C@H:23]2[CH2:28][CH2:27][C@H:26]([OH:29])[CH2:25][CH2:24]2)[C:14]([C@H:16]2[CH2:21][CH2:20][C@H:19]([CH3:22])[CH2:18][CH2:17]2)=[O:15])[CH:6]=1.[Cl:32][C:33]1[N:34]=[N:35][C:36](Cl)=[CH:37][CH:38]=1.[H-].[Na+].C(OCC)(=O)C.